Dataset: Forward reaction prediction with 1.9M reactions from USPTO patents (1976-2016). Task: Predict the product of the given reaction. (1) Given the reactants [N:1]1([C:7]([N:9]2[CH2:14][CH:13]([C:15]3[CH:20]=[CH:19][C:18]([C:21]([F:24])([F:23])[F:22])=[CH:17][CH:16]=3)[CH2:12][CH:11]([C:25](=[S:27])[NH2:26])[CH2:10]2)=[O:8])[CH2:6][CH2:5][O:4][CH2:3][CH2:2]1.Cl[CH2:29][C:30]([C:32]1[CH:37]=[CH:36][C:35]([F:38])=[CH:34][CH:33]=1)=O, predict the reaction product. The product is: [F:38][C:35]1[CH:36]=[CH:37][C:32]([C:30]2[N:26]=[C:25]([CH:11]3[CH2:12][CH:13]([C:15]4[CH:20]=[CH:19][C:18]([C:21]([F:22])([F:23])[F:24])=[CH:17][CH:16]=4)[CH2:14][N:9]([C:7]([N:1]4[CH2:6][CH2:5][O:4][CH2:3][CH2:2]4)=[O:8])[CH2:10]3)[S:27][CH:29]=2)=[CH:33][CH:34]=1. (2) Given the reactants [CH3:1][O:2][C:3](=[O:14])[CH2:4][O:5][C:6]1[CH:11]=[CH:10][C:9]([F:12])=[C:8]([NH2:13])[CH:7]=1.C([O:17][C:18](=O)[CH:19]([CH2:25][C:26]1[CH:31]=[CH:30][C:29]([N:32]2[CH:36]=[CH:35][CH:34]=[N:33]2)=[CH:28][CH:27]=1)[C:20](=O)[CH:21]([CH3:23])[CH3:22])C, predict the reaction product. The product is: [CH3:1][O:2][C:3](=[O:14])[CH2:4][O:5][C:6]1[CH:11]=[CH:10][C:9]([F:12])=[C:8]2[C:7]=1[C:18](=[O:17])[C:19]([CH2:25][C:26]1[CH:31]=[CH:30][C:29]([N:32]3[CH:36]=[CH:35][CH:34]=[N:33]3)=[CH:28][CH:27]=1)=[C:20]([CH:21]([CH3:23])[CH3:22])[NH:13]2.